From a dataset of Forward reaction prediction with 1.9M reactions from USPTO patents (1976-2016). Predict the product of the given reaction. (1) Given the reactants [CH:1]1([C@H:4]([OH:6])[CH3:5])[CH2:3][CH2:2]1.[H-].[Na+].[CH2:9]([N:16]1[CH2:22][C:21]2[N:23]=[CH:24][C:25](Cl)=[N:26][C:20]=2[O:19][CH2:18][CH2:17]1)[C:10]1[CH:15]=[CH:14][CH:13]=[CH:12][CH:11]=1.O, predict the reaction product. The product is: [CH2:9]([N:16]1[CH2:22][C:21]2[N:23]=[CH:24][C:25]([O:6][C@@H:4]([CH:1]3[CH2:3][CH2:2]3)[CH3:5])=[N:26][C:20]=2[O:19][CH2:18][CH2:17]1)[C:10]1[CH:11]=[CH:12][CH:13]=[CH:14][CH:15]=1. (2) Given the reactants C[Si]([N-][Si](C)(C)C)(C)C.[Na+].[CH2:11]([C@H:18]1[CH2:22][O:21][C:20](=[O:23])[N:19]1[C:24](=[O:29])[CH2:25][CH:26]1[CH2:28][CH2:27]1)[C:12]1[CH:17]=[CH:16][CH:15]=[CH:14][CH:13]=1.C1(S(N2C(C3C=CC=CC=3)O2)(=O)=[O:37])C=CC=CC=1.C(O)(=O)C, predict the reaction product. The product is: [CH2:11]([C@H:18]1[CH2:22][O:21][C:20](=[O:23])[N:19]1[C:24](=[O:29])[C@H:25]([CH:26]1[CH2:27][CH2:28]1)[OH:37])[C:12]1[CH:13]=[CH:14][CH:15]=[CH:16][CH:17]=1. (3) Given the reactants [C:1]([O:4][C:5]1[CH:6]=[C:7]([C:11]2[O:15][CH2:14][C:13]([CH3:17])([CH3:16])[C:12]=2[C:18]([CH3:37])([CH3:36])[CH2:19][O:20][CH2:21][CH2:22][CH2:23][CH2:24][CH2:25][CH2:26][CH2:27][CH2:28][CH2:29][CH2:30][C:31]([O:33][CH2:34][CH3:35])=[O:32])[CH:8]=[CH:9][CH:10]=1)(=[O:3])[CH3:2].[Na].[O:39]=[O:40], predict the reaction product. The product is: [C:1]([O:4][C:5]1[CH:6]=[C:7]([C:11]23[O:40][O:39][C:12]2([C:18]([CH3:36])([CH3:37])[CH2:19][O:20][CH2:21][CH2:22][CH2:23][CH2:24][CH2:25][CH2:26][CH2:27][CH2:28][CH2:29][CH2:30][C:31]([O:33][CH2:34][CH3:35])=[O:32])[C:13]([CH3:16])([CH3:17])[CH2:14][O:15]3)[CH:8]=[CH:9][CH:10]=1)(=[O:3])[CH3:2].